This data is from Forward reaction prediction with 1.9M reactions from USPTO patents (1976-2016). The task is: Predict the product of the given reaction. Given the reactants [F:1][C:2]1[CH:3]=[CH:4][CH:5]=[C:6]2[C:11]=1[N:10]=[C:9]([N:12]1[CH2:17][CH2:16][N:15]([C:18]3[CH:23]=[CH:22][CH:21]=[C:20]([F:24])[CH:19]=3)[CH2:14][CH2:13]1)[N:8]([C:25]1[CH:30]=[C:29]([C:31]([F:34])([F:33])[F:32])[CH:28]=[CH:27][C:26]=1[O:35][CH3:36])[CH:7]2[CH2:37][C:38]([O:40]C)=[O:39].[OH-].[Na+], predict the reaction product. The product is: [F:1][C:2]1[CH:3]=[CH:4][CH:5]=[C:6]2[C:11]=1[N:10]=[C:9]([N:12]1[CH2:13][CH2:14][N:15]([C:18]3[CH:23]=[CH:22][CH:21]=[C:20]([F:24])[CH:19]=3)[CH2:16][CH2:17]1)[N:8]([C:25]1[CH:30]=[C:29]([C:31]([F:34])([F:32])[F:33])[CH:28]=[CH:27][C:26]=1[O:35][CH3:36])[CH:7]2[CH2:37][C:38]([OH:40])=[O:39].